From a dataset of Catalyst prediction with 721,799 reactions and 888 catalyst types from USPTO. Predict which catalyst facilitates the given reaction. Reactant: [C:1](N)(=[O:8])[C:2]1[CH:7]=[CH:6][CH:5]=[CH:4][CH:3]=1.C(S(O)(=O)=[O:15])(F)(F)F. Product: [C:1]([OH:8])(=[O:15])[C:2]1[CH:7]=[CH:6][CH:5]=[CH:4][CH:3]=1. The catalyst class is: 2.